From a dataset of Reaction yield outcomes from USPTO patents with 853,638 reactions. Predict the reaction yield, written as a fraction of the theoretical maximum amount of product (1.0 means a 100% yield; for example, 0.34 means a 34% yield). The reactants are C([O-])([O-])=O.[Cs+].[Cs+].[CH3:7][O:8][C:9]1[N:14]=[C:13]([C:15]2[CH:20]=[CH:19][C:18]([CH:21]([OH:26])[C:22]([F:25])([F:24])[F:23])=[CH:17][CH:16]=2)[CH:12]=[CH:11][CH:10]=1.[NH2:27][C:28]1[N:33]=[C:32]([C:34]2[CH:39]=[CH:38][C:37]([CH2:40][C@H:41]([NH:45][C:46]([O:48][C:49]([CH3:52])([CH3:51])[CH3:50])=[O:47])[C:42]([OH:44])=[O:43])=[CH:36][CH:35]=2)[CH:31]=[C:30](Cl)[N:29]=1.O. The catalyst is O1CCOCC1.C(OCC)(=O)C. The product is [NH2:27][C:28]1[N:33]=[C:32]([C:34]2[CH:39]=[CH:38][C:37]([CH2:40][C@H:41]([NH:45][C:46]([O:48][C:49]([CH3:52])([CH3:51])[CH3:50])=[O:47])[C:42]([OH:44])=[O:43])=[CH:36][CH:35]=2)[CH:31]=[C:30]([O:26][CH:21]([C:18]2[CH:19]=[CH:20][C:15]([C:13]3[CH:12]=[CH:11][CH:10]=[C:9]([O:8][CH3:7])[N:14]=3)=[CH:16][CH:17]=2)[C:22]([F:23])([F:24])[F:25])[N:29]=1. The yield is 0.880.